From a dataset of Experimentally validated miRNA-target interactions with 360,000+ pairs, plus equal number of negative samples. Binary Classification. Given a miRNA mature sequence and a target amino acid sequence, predict their likelihood of interaction. (1) The miRNA is hsa-miR-4307 with sequence AAUGUUUUUUCCUGUUUCC. The protein sequence of the target gene is MPLSLGAEMWGPEAWLRLLFLASFTGQYSAGELETSDVVTVVLGQDAKLPCFYRGDPDEQVGQVAWARVDPNEGIRELALLHSKYGLHVNPAYEDRVEQPPPPRDPLDGSVLLRNAVQADEGEYECRVSTFPAGSFQARMRLRVLVPPLPSLNPGPPLEEGQGLTLAASCTAEGSPAPSVTWDTEVKGTQSSRSFTHPRSAAVTSEFHLVPSRSMNGQPLTCVVSHPGLLQDRRITHTLQVAFLAEASVRGLEDQNLWQVGREGATLKCLSEGQPPPKYNWTRLDGPLPSGVRVKGDTLG.... Result: 0 (no interaction). (2) The miRNA is mmu-miR-362-3p with sequence AACACACCUGUUCAAGGAUUCA. The protein sequence of the target gene is MHHEELILTLCILIVKSASKSCIHRSQIHVVEGEPFYLKPCGISAPVHRNETATMRWFKGSASHEYRELNNRSSPRVTFHDHTLEFWPVEMEDEGTYISQVGNDRRNWTLNVTKRNKHSCFSDKLVTSRDVEVNKSLHITCKNPNYEELIQDTWLYKNCKEISKTPRILKDAEFGDEGYYSCVFSVHHNGTRYNITKTVNITVIEGRSKVTPAILGPKCEKVGVELGKDVELNCSASLNKDDLFYWSIRKEDSSDPNVQEDRKETTTWISEGKLHASKILRFQKITENYLNVLYNCTVAN.... Result: 1 (interaction). (3) The miRNA is hsa-miR-6866-3p with sequence GAUCCCUUUAUCUGUCCUCUAG. The protein sequence of the target gene is MEGFTREAPCFPILGDNWDCENQERNLRQSPLIDEKTEAQEANCGHVNLGEHLSTNPALLPSQRVPGTNGFHVFNSDIKTFDCDQTLHSCPPSYAVKGTADGDACEKATQPSMEATQLVRNQMREKSYKYTESVKSLNHFTTALCDKKIKKRSKRFYKGKDFGDILALSSSLNEKRSHSAEKPYKCAECGKCFKRNSSLVLHHRTHTGEKPYTCNDCGKSFSKNYNLIVHRRIHTGEKPYKCSKCGKAFSDGSALTQHQRIHTGEKPYACLDCGKTFNRNSSLILHQRTHTGEKPYRCNE.... Result: 0 (no interaction). (4) The miRNA is hsa-miR-342-3p with sequence UCUCACACAGAAAUCGCACCCGU. The protein sequence of the target gene is MTTEKSLVTEAENSQHQQKEEGEEAINSGQQEPQQEESCQTAAEGDNWCEQKLKASNGDTPTHEDLTKNKERTSESRGLSRLFSSFLKRPKSQVSEEEGKEVESDKEKGEGGQKEIEFGTSLDEEIILKAPIAAPEPELKTDPSLDLHSLSSAETQPAQEELREDPDFEIKEGEGLEECSKIEVKEESPQSKAETELKASQKPIRKHRNMHCKVSLLDDTVYECVVEKHAKGQDLLKRVCEHLNLLEEDYFGLAIWDNATSKTWLDSAKEIKKQVRGVPWNFTFNVKFYPPDPAQLTEDI.... Result: 1 (interaction). (5) The miRNA is cel-miR-52-5p with sequence CACCCGUACAUAUGUUUCCGUGCU. The protein sequence of the target gene is MVEADHPGKLFIGGLNRETNEKMLKAVFGKHGPISEVLLIKDRTSKSRGFAFITFENPADAKNAAKDMNGKSLHGKAIKVEQAKKPSFQSGGRRRPPASSRNRSPSGSLRSARGSRGGTRGWLPSQEGHLDDGGYTPDLKMSYSRGLIPVKRGPSSRSGGPPPKKSAPSAVARSNSWMGSQGPMSQRRENYGVPPRRATISSWRNDRMSTRHDGYATNDGNHPSCQETRDYAPPSRGYAYRDNGHSNRDEHSSRGYRNHRSSRETRDYAPPSRGHAYRDYGHSRRDESYSRGYRNRRSSR.... Result: 0 (no interaction). (6) The miRNA is hsa-miR-1295b-3p with sequence AAUAGGCCACGGAUCUGGGCAA. The protein sequence of the target gene is MLTLPFDESVVMPESQMCRKFARQCEDQKQIKKPESFPKQVVLRGKSIKRAPGEETEKEEEEEDREEEDENGLSRRRGLRKKKTTKLRLERVKFRRQEANARERNRMHGLNDALDNLRKVVPCYSKTQKLSKIETLRLAKNYIWALSEILRIGKRPDLLTFVQNLCKGLSQPTTNLVAGCLQLNARSFLMGQGGEAAHHTRSPYSTFYPPYHSPELATPPGHGTLDNSKSMKPYNYCSAYESFYESTSPECASPQFEGPLSPPPINYNGIFSLKQEETLDYGKNYNYGMHYCAVPPRGPL.... Result: 0 (no interaction).